From a dataset of Catalyst prediction with 721,799 reactions and 888 catalyst types from USPTO. Predict which catalyst facilitates the given reaction. (1) Reactant: ON1C2C=CC=CC=2N=N1.Cl.CN(C)CCCN=C=NCC.[Cl:23][C:24]1[CH:32]=[CH:31][C:27]([C:28](O)=[O:29])=[CH:26][C:25]=1[C:33]([NH:35][CH2:36][C:37]12[CH2:46][CH:41]3[CH2:42][CH:43]([CH2:45][CH:39]([CH2:40]3)[CH2:38]1)[CH2:44]2)=[O:34].Cl.[CH3:48][O:49][C:50](=[O:55])[C@H:51]([CH2:53][OH:54])[NH2:52]. Product: [Cl:23][C:24]1[CH:32]=[CH:31][C:27]([C:28]([NH:52][C@H:51]([C:50]([O:49][CH3:48])=[O:55])[CH2:53][OH:54])=[O:29])=[CH:26][C:25]=1[C:33]([NH:35][CH2:36][C:37]12[CH2:46][CH:41]3[CH2:42][CH:43]([CH2:45][CH:39]([CH2:40]3)[CH2:38]1)[CH2:44]2)=[O:34]. The catalyst class is: 884. (2) Reactant: [Br:1][CH:2]=[CH:3]Br.[C:5]([Si:9]([O:12][C:13]([CH3:22])([CH2:15][CH2:16][CH2:17][CH:18](C)[CH:19]=C)[CH3:14])([CH3:11])[CH3:10])([CH3:8])([CH3:7])[CH3:6]. Product: [Br:1]/[CH:2]=[CH:3]\[CH:18]([CH3:19])[CH2:17][CH2:16][CH2:15][C:13]([CH3:22])([O:12][Si:9]([C:5]([CH3:8])([CH3:7])[CH3:6])([CH3:11])[CH3:10])[CH3:14]. The catalyst class is: 48.